This data is from Full USPTO retrosynthesis dataset with 1.9M reactions from patents (1976-2016). The task is: Predict the reactants needed to synthesize the given product. Given the product [ClH:58].[CH3:27][C:28]1[CH:29]=[CH:30][CH:31]=[C:32]2[C:36]=1[CH:35]([N:37]1[CH2:38][CH2:39][CH:40]([N:43]3[C:47]4[CH:48]=[CH:49][CH:50]=[CH:51][C:46]=4[N:45]([CH2:52][C:53]([NH:55][CH3:56])=[O:54])[C:44]3=[O:57])[CH2:41][CH2:42]1)[CH2:34][CH2:33]2, predict the reactants needed to synthesize it. The reactants are: CC1C=CC=C2C=1C(N1CCC(N3C4C=CC=CC=4NC3=O)CC1)CC2.[CH3:27][C:28]1[CH:29]=[CH:30][CH:31]=[C:32]2[C:36]=1[CH:35]([N:37]1[CH2:42][CH2:41][CH:40]([N:43]3[C:47]4[CH:48]=[CH:49][CH:50]=[CH:51][C:46]=4[N:45]([CH2:52][C:53]([NH:55][CH3:56])=[O:54])[C:44]3=[O:57])[CH2:39][CH2:38]1)[CH2:34][CH2:33]2.[ClH:58].Cl.C(OCC)(=O)C.